From a dataset of Forward reaction prediction with 1.9M reactions from USPTO patents (1976-2016). Predict the product of the given reaction. Given the reactants [Cl:1][C:2]1[CH:3]=[C:4]([CH:20]=[CH:21][C:22]=1[Cl:23])[CH2:5][C:6]1[O:7][C:8](=O)[C:9]2[CH:15]=[CH:14][C:13]([N+:16]([O-:18])=[O:17])=[CH:12][C:10]=2[N:11]=1.[NH3:24], predict the reaction product. The product is: [Cl:1][C:2]1[CH:3]=[C:4]([CH:20]=[CH:21][C:22]=1[Cl:23])[CH2:5][C:6]1[NH:24][C:8](=[O:7])[C:9]2[C:10](=[CH:12][C:13]([N+:16]([O-:18])=[O:17])=[CH:14][CH:15]=2)[N:11]=1.